This data is from TCR-epitope binding with 47,182 pairs between 192 epitopes and 23,139 TCRs. The task is: Binary Classification. Given a T-cell receptor sequence (or CDR3 region) and an epitope sequence, predict whether binding occurs between them. (1) The epitope is KLSYGIATV. The TCR CDR3 sequence is CASSLASGDQPQHF. Result: 1 (the TCR binds to the epitope). (2) The epitope is FLKEKGGL. The TCR CDR3 sequence is CASSRIAGVYDEQFF. Result: 0 (the TCR does not bind to the epitope).